From a dataset of Catalyst prediction with 721,799 reactions and 888 catalyst types from USPTO. Predict which catalyst facilitates the given reaction. (1) Reactant: Cl.[NH2:2][CH2:3][CH2:4][NH:5][S:6]([C:9]1[C:17]2[C:12](=[CH:13][CH:14]=[C:15]([Br:18])[CH:16]=2)[N:11]([S:19]([C:22]2[CH:27]=[CH:26][CH:25]=[CH:24][CH:23]=2)(=[O:21])=[O:20])[C:10]=1[C:28]([O:30][CH2:31][CH3:32])=[O:29])(=[O:8])=[O:7].[Br:33][C:34]1[CH:39]=[CH:38][C:37]([S:40](Cl)(=[O:42])=[O:41])=[CH:36][CH:35]=1. Product: [Br:18][C:15]1[CH:16]=[C:17]2[C:12](=[CH:13][CH:14]=1)[N:11]([S:19]([C:22]1[CH:27]=[CH:26][CH:25]=[CH:24][CH:23]=1)(=[O:21])=[O:20])[C:10]([C:28]([O:30][CH2:31][CH3:32])=[O:29])=[C:9]2[S:6]([NH:5][CH2:4][CH2:3][NH:2][S:40]([C:37]1[CH:38]=[CH:39][C:34]([Br:33])=[CH:35][CH:36]=1)(=[O:42])=[O:41])(=[O:8])=[O:7]. The catalyst class is: 66. (2) Reactant: Br.[NH2:2][C:3]1[C:4]([OH:18])=[C:5]([C:9]2[CH:14]=[CH:13][CH:12]=[C:11]([C:15]([OH:17])=[O:16])[CH:10]=2)[CH:6]=[CH:7][CH:8]=1.[N:19]([O-])=O.[Na+].[CH2:23]1[C:31]2[C:26](=[CH:27][C:28]([N:32]3[C:36](=[O:37])[CH2:35][C:34]([CH3:38])=[N:33]3)=[CH:29][CH:30]=2)[CH2:25][CH2:24]1.C(=O)(O)[O-].[Na+]. Product: [OH:18][C:4]1[C:3]([NH:2][N:19]=[C:35]2[C:36](=[O:37])[N:32]([C:28]3[CH:27]=[C:26]4[C:31](=[CH:30][CH:29]=3)[CH2:23][CH2:24][CH2:25]4)[N:33]=[C:34]2[CH3:38])=[CH:8][CH:7]=[CH:6][C:5]=1[C:9]1[CH:14]=[CH:13][CH:12]=[C:11]([C:15]([OH:17])=[O:16])[CH:10]=1. The catalyst class is: 502. (3) Product: [C:20]([O:23][CH2:24][C:25]1[C:26]([N:34]2[CH2:45][CH2:44][N:43]3[C:36](=[CH:37][C:38]4[CH2:39][C:40]([CH3:47])([CH3:46])[CH2:41][C:42]=43)[C:35]2=[O:48])=[N:27][CH:28]=[CH:29][C:30]=1[C:2]1[CH:3]=[C:4]([NH:10][C:11]2[CH:16]=[CH:15][N:14]3[CH:17]=[CH:18][N:19]=[C:13]3[N:12]=2)[C:5](=[O:9])[N:6]([CH3:8])[CH:7]=1)(=[O:22])[CH3:21]. The catalyst class is: 712. Reactant: Br[C:2]1[CH:3]=[C:4]([NH:10][C:11]2[CH:16]=[CH:15][N:14]3[CH:17]=[CH:18][N:19]=[C:13]3[N:12]=2)[C:5](=[O:9])[N:6]([CH3:8])[CH:7]=1.[C:20]([O:23][CH2:24][C:25]1[C:26]([N:34]2[CH2:45][CH2:44][N:43]3[C:36](=[CH:37][C:38]4[CH2:39][C:40]([CH3:47])([CH3:46])[CH2:41][C:42]=43)[C:35]2=[O:48])=[N:27][CH:28]=[CH:29][C:30]=1B(O)O)(=[O:22])[CH3:21].[O-]P([O-])([O-])=O.[K+].[K+].[K+].O.O.O.C([O-])(=O)C.[Na+]. (4) Reactant: [NH:1]1[CH2:8][CH2:7][CH2:6][C@H:2]1[C:3]([OH:5])=[O:4].C(N(CC)CC)C.[C:16](O[C:16]([O:18][C:19]([CH3:22])([CH3:21])[CH3:20])=[O:17])([O:18][C:19]([CH3:22])([CH3:21])[CH3:20])=[O:17]. Product: [C:19]([O:18][C:16]([N:1]1[CH2:8][CH2:7][CH2:6][CH:2]1[C:3]([OH:5])=[O:4])=[O:17])([CH3:22])([CH3:21])[CH3:20]. The catalyst class is: 2. (5) Reactant: Cl[C:2]1[CH:11]=[C:10]2[C:5]([CH:6]=[C:7]([C:13]3[CH:18]=[CH:17][CH:16]=[CH:15][C:14]=3[C:19]([F:22])([F:21])[F:20])[NH:8][C:9]2=[O:12])=[CH:4][CH:3]=1.C(P(C(C)(C)C)C1C=CC=CC=1C1C=CC=CC=1)(C)(C)C.CC(C)([O-])C.[Na+].[NH:50]1[CH2:54][CH2:53][CH2:52][CH2:51]1. Product: [N:50]1([C:2]2[CH:11]=[C:10]3[C:5]([CH:6]=[C:7]([C:13]4[CH:18]=[CH:17][CH:16]=[CH:15][C:14]=4[C:19]([F:22])([F:21])[F:20])[NH:8][C:9]3=[O:12])=[CH:4][CH:3]=2)[CH2:54][CH2:53][CH2:52][CH2:51]1. The catalyst class is: 493. (6) Reactant: [BH4-].[Na+].[F:3][C:4]([F:20])([F:19])[O:5][C:6]1[CH:11]=[CH:10][C:9]([N:12]2[CH2:17][CH2:16][C:15](=[O:18])[CH2:14][CH2:13]2)=[CH:8][CH:7]=1.Cl. Product: [F:20][C:4]([F:3])([F:19])[O:5][C:6]1[CH:11]=[CH:10][C:9]([N:12]2[CH2:13][CH2:14][CH:15]([OH:18])[CH2:16][CH2:17]2)=[CH:8][CH:7]=1. The catalyst class is: 5. (7) Reactant: [CH:1]1([N:4]2[C:8]3[CH:9]=[CH:10][CH:11]=[CH:12][C:7]=3[N:6]([CH2:13][CH2:14][CH2:15][N:16]3[CH2:47][CH2:46][C:19]4([N:23]([C:24]5[CH:29]=[CH:28][C:27]([F:30])=[CH:26][CH:25]=5)[CH2:22][N:21]([CH2:31][C:32]5[CH:33]=[C:34]([CH:42]=[CH:43][CH:44]=5)[C:35]([O:37]C(C)(C)C)=[O:36])[C:20]4=[O:45])[CH2:18][CH2:17]3)[C:5]2=[O:48])[CH2:3][CH2:2]1. Product: [CH:1]1([N:4]2[C:8]3[CH:9]=[CH:10][CH:11]=[CH:12][C:7]=3[N:6]([CH2:13][CH2:14][CH2:15][N:16]3[CH2:47][CH2:46][C:19]4([N:23]([C:24]5[CH:29]=[CH:28][C:27]([F:30])=[CH:26][CH:25]=5)[CH2:22][N:21]([CH2:31][C:32]5[CH:33]=[C:34]([CH:42]=[CH:43][CH:44]=5)[C:35]([OH:37])=[O:36])[C:20]4=[O:45])[CH2:18][CH2:17]3)[C:5]2=[O:48])[CH2:2][CH2:3]1. The catalyst class is: 89.